From a dataset of Forward reaction prediction with 1.9M reactions from USPTO patents (1976-2016). Predict the product of the given reaction. (1) The product is: [Br:1][C:2]1[CH:3]=[CH:4][C:5]([C:8]2[O:12][N:11]=[C:10]([C:13]([OH:15])=[O:14])[CH:9]=2)=[CH:6][CH:7]=1. Given the reactants [Br:1][C:2]1[CH:7]=[CH:6][C:5]([C:8]2[O:12][N:11]=[C:10]([C:13]([O:15]CC)=[O:14])[CH:9]=2)=[CH:4][CH:3]=1.C(O)C.[OH-].[Na+], predict the reaction product. (2) Given the reactants [NH2:1][C:2]1[CH:9]=[C:8](F)[C:5]([C:6]#[N:7])=[CH:4][N:3]=1.[F:11][C:12]([F:19])([F:18])[C@H:13]([OH:17])[CH2:14][O:15][CH3:16], predict the reaction product. The product is: [NH2:1][C:2]1[CH:9]=[C:8]([O:17][C@H:13]([CH2:14][O:15][CH3:16])[C:12]([F:19])([F:18])[F:11])[C:5]([C:6]#[N:7])=[CH:4][N:3]=1. (3) Given the reactants [CH3:1][O:2][C:3]1[CH:8]=[CH:7][C:6]([S:9]([N:12]2[CH2:17][CH2:16][N:15]([CH2:18][C:19]([NH:21][C:22]3[CH:30]=[CH:29][CH:28]=[CH:27][C:23]=3[C:24]([NH2:26])=[O:25])=O)[CH2:14][CH2:13]2)(=[O:11])=[O:10])=[CH:5][CH:4]=1.[OH-].[Na+], predict the reaction product. The product is: [CH3:1][O:2][C:3]1[CH:8]=[CH:7][C:6]([S:9]([N:12]2[CH2:13][CH2:14][N:15]([CH2:18][C:19]3[NH:26][C:24](=[O:25])[C:23]4[C:22](=[CH:30][CH:29]=[CH:28][CH:27]=4)[N:21]=3)[CH2:16][CH2:17]2)(=[O:10])=[O:11])=[CH:5][CH:4]=1. (4) Given the reactants [CH3:1][C:2]1[NH:3][CH:4]=[CH:5][C:6]=1[C:7]([O-:9])=[O:8].[H-].[Na+].[CH3:12]I.[CH2:14]1COC[CH2:15]1, predict the reaction product. The product is: [CH3:12][N:3]1[CH:4]=[CH:5][C:6]([C:7]([O:9][CH2:14][CH3:15])=[O:8])=[C:2]1[CH3:1]. (5) Given the reactants C([N:8]1[CH2:12][C@H:11]([C:13]2[CH:18]=[CH:17][C:16]([Cl:19])=[CH:15][CH:14]=2)[C@@H:10]([C@@H:20]([O:22][C:23]2[CH:28]=[CH:27][C:26]([Cl:29])=[CH:25][N:24]=2)[CH3:21])[CH2:9]1)C1C=CC=CC=1.ClC(OC(Cl)C)=O.CCN(C(C)C)C(C)C, predict the reaction product. The product is: [Cl:29][C:26]1[CH:27]=[CH:28][C:23]([O:22][C@H:20]([C@@H:10]2[C@@H:11]([C:13]3[CH:14]=[CH:15][C:16]([Cl:19])=[CH:17][CH:18]=3)[CH2:12][NH:8][CH2:9]2)[CH3:21])=[N:24][CH:25]=1. (6) Given the reactants [CH2:1]([N:8]([CH3:41])[C:9](=[O:40])[C@@H:10]([NH:17][C:18]([C:20]1[N:21]([CH3:39])[C:22]2[C:27]([CH:28]=1)=[CH:26][C:25]([NH:29][C:30](=[O:38])[C:31]1[CH:36]=[CH:35][CH:34]=[CH:33][C:32]=1[OH:37])=[CH:24][CH:23]=2)=[O:19])[C:11]1[CH:16]=[CH:15][CH:14]=[CH:13][CH:12]=1)[C:2]1[CH:7]=[CH:6][CH:5]=[CH:4][CH:3]=1.[C:42]1(P([C:42]2[CH:47]=CC=[CH:44][CH:43]=2)[C:42]2[CH:47]=CC=[CH:44][CH:43]=2)[CH:47]=CC=[CH:44][CH:43]=1.CCOC(/N=N/C(OCC)=O)=O, predict the reaction product. The product is: [CH2:1]([N:8]([CH3:41])[C:9](=[O:40])[C@@H:10]([NH:17][C:18]([C:20]1[N:21]([CH3:39])[C:22]2[C:27]([CH:28]=1)=[CH:26][C:25]([NH:29][C:30](=[O:38])[C:31]1[CH:36]=[CH:35][CH:34]=[CH:33][C:32]=1[O:37][CH2:47][CH2:42][CH2:43][CH3:44])=[CH:24][CH:23]=2)=[O:19])[C:11]1[CH:12]=[CH:13][CH:14]=[CH:15][CH:16]=1)[C:2]1[CH:7]=[CH:6][CH:5]=[CH:4][CH:3]=1. (7) The product is: [OH:8][C:4]([CH3:7])([CH3:3])[CH2:5][O:6][C:10]1[N:15]=[C:14]([CH3:16])[C:13]([C:17]#[N:18])=[CH:12][CH:11]=1. Given the reactants [H-].[Na+].[CH3:3][C:4]([OH:8])([CH3:7])[CH2:5][OH:6].Cl[C:10]1[N:15]=[C:14]([CH3:16])[C:13]([C:17]#[N:18])=[CH:12][CH:11]=1, predict the reaction product. (8) Given the reactants Br[CH:2]([N:26]1[CH:30]=[N:29][CH:28]=[N:27]1)[C:3]([C:5]1[CH:25]=[CH:24][C:8]([O:9][CH2:10][CH2:11][CH2:12][CH2:13][CH2:14][O:15][C:16]2[CH:17]=[CH:18][CH:19]=[C:20]([CH:23]=2)[C:21]#[N:22])=[CH:7][CH:6]=1)=O.C(O)C.[C:34]([NH2:37])(=[S:36])[CH3:35], predict the reaction product. The product is: [CH3:35][C:34]1[S:36][C:2]([N:26]2[CH:30]=[N:29][CH:28]=[N:27]2)=[C:3]([C:5]2[CH:25]=[CH:24][C:8]([O:9][CH2:10][CH2:11][CH2:12][CH2:13][CH2:14][O:15][C:16]3[CH:17]=[CH:18][CH:19]=[C:20]([CH:23]=3)[C:21]#[N:22])=[CH:7][CH:6]=2)[N:37]=1.